This data is from Full USPTO retrosynthesis dataset with 1.9M reactions from patents (1976-2016). The task is: Predict the reactants needed to synthesize the given product. (1) Given the product [Cl:26][CH2:27][C:28]([NH:1][C@H:2]([C:12]1[CH:17]=[CH:16][C:15]([Cl:18])=[CH:14][CH:13]=1)[C@@H:3]([C:5]1[CH:10]=[CH:9][CH:8]=[C:7]([Cl:11])[CH:6]=1)[OH:4])=[O:29], predict the reactants needed to synthesize it. The reactants are: [NH2:1][C@H:2]([C:12]1[CH:17]=[CH:16][C:15]([Cl:18])=[CH:14][CH:13]=1)[C@@H:3]([C:5]1[CH:10]=[CH:9][CH:8]=[C:7]([Cl:11])[CH:6]=1)[OH:4].C(N(CC)CC)C.[Cl:26][CH2:27][C:28](Cl)=[O:29].[NH4+].[Cl-]. (2) Given the product [CH2:1]([O:3][CH:4]([S:47][CH2:48][CH3:49])[C@@H:5]1[CH2:9][CH2:8][CH2:7][N:6]1[C:10](=[O:46])[C:11]1[CH:16]=[C:15]([O:17][CH3:18])[C:14]([O:19][CH2:20][CH2:21][CH2:22][CH2:23][CH2:24][O:25][C:26]2[C:40]([O:41][CH3:42])=[CH:39][C:29]3[C:30](=[O:38])[N:31]4[CH2:37][CH2:36][CH2:35][C@H:32]4[CH2:33][NH:34][C:28]=3[CH:27]=2)=[CH:13][C:12]=1[NH2:43])[CH3:2], predict the reactants needed to synthesize it. The reactants are: [CH2:1]([O:3][CH:4]([S:47][CH2:48][CH3:49])[C@@H:5]1[CH2:9][CH2:8][CH2:7][N:6]1[C:10](=[O:46])[C:11]1[CH:16]=[C:15]([O:17][CH3:18])[C:14]([O:19][CH2:20][CH2:21][CH2:22][CH2:23][CH2:24][O:25][C:26]2[C:40]([O:41][CH3:42])=[CH:39][C:29]3[C:30](=[O:38])[N:31]4[CH2:37][CH2:36][CH2:35][C@H:32]4[CH2:33][NH:34][C:28]=3[CH:27]=2)=[CH:13][C:12]=1[N+:43]([O-])=O)[CH3:2].CO.Cl[Sn]Cl.C([O-])(O)=O.[Na+]. (3) Given the product [CH:24]1([NH:30][C:22]2[C:2]([F:1])=[CH:3][C:4]3[C:5]([CH:21]=2)=[N:6][C:7]2[N:8]([CH3:20])[CH:9]=[C:10]([C:15]([O:17][CH2:18][CH3:19])=[O:16])[C:11](=[O:14])[C:12]=2[CH:13]=3)[CH2:29][CH2:28][CH2:27][CH2:26][CH2:25]1, predict the reactants needed to synthesize it. The reactants are: [F:1][C:2]1[C:22](F)=[CH:21][C:5]2=[N:6][C:7]3[N:8]([CH3:20])[CH:9]=[C:10]([C:15]([O:17][CH2:18][CH3:19])=[O:16])[C:11](=[O:14])[C:12]=3[CH:13]=[C:4]2[CH:3]=1.[CH:24]1([NH2:30])[CH2:29][CH2:28][CH2:27][CH2:26][CH2:25]1. (4) Given the product [CH3:33][C:30]1[C:29]([CH3:34])=[C:28]([NH:27][C:26]([N:16]2[CH2:15][CH2:14][C:12]3([CH2:13][CH:10]([C:5]4[CH:6]=[C:7]([CH3:9])[CH:8]=[C:3]([F:2])[CH:4]=4)[CH2:11]3)[CH2:18][CH2:17]2)=[O:25])[O:32][N:31]=1, predict the reactants needed to synthesize it. The reactants are: Cl.[F:2][C:3]1[CH:4]=[C:5]([CH:10]2[CH2:13][C:12]3([CH2:18][CH2:17][NH:16][CH2:15][CH2:14]3)[CH2:11]2)[CH:6]=[C:7]([CH3:9])[CH:8]=1.C1([O:25][C:26](=O)[NH:27][C:28]2[O:32][N:31]=[C:30]([CH3:33])[C:29]=2[CH3:34])C=CC=CC=1. (5) Given the product [CH3:1][N:2]1[C:14]2[C:13](=[O:15])[C:12]3[CH:11]=[C:10]([CH2:16][C:17]4[CH:24]=[CH:23][CH:22]=[CH:21][C:18]=4[C:19]([NH2:20])=[O:39])[CH:9]=[CH:8][C:7]=3[NH:6][C:5]=2[CH:4]=[N:3]1, predict the reactants needed to synthesize it. The reactants are: [CH3:1][N:2]1[C:14]2[C:13](=[O:15])[C:12]3[CH:11]=[C:10]([CH2:16][C:17]4[CH:24]=[CH:23][CH:22]=[CH:21][C:18]=4[C:19]#[N:20])[CH:9]=[CH:8][C:7]=3[NH:6][C:5]=2[CH:4]=[N:3]1.CN1C2C(=[O:39])C3C=C(CC4C=C(C=CC=4)C#N)C=CC=3NC=2C=N1. (6) Given the product [F:1][C:2]1[CH:3]=[C:4]([N:21]2[CH2:25][C@H:24]([CH2:26][N:27]3[CH:31]=[CH:30][N:29]=[N:28]3)[O:23][C:22]2=[O:32])[CH:5]=[CH:6][C:7]=1[C:8]1[CH:9]=[N:10][C:11]([C:14]2[CH2:18][C@@H:17]([CH2:19][O:20][CH2:42][O:43][CH2:44][CH2:45][O:46][CH3:47])[O:16][N:15]=2)=[CH:12][CH:13]=1, predict the reactants needed to synthesize it. The reactants are: [F:1][C:2]1[CH:3]=[C:4]([N:21]2[CH2:25][C@H:24]([CH2:26][N:27]3[CH:31]=[CH:30][N:29]=[N:28]3)[O:23][C:22]2=[O:32])[CH:5]=[CH:6][C:7]=1[C:8]1[CH:9]=[N:10][C:11]([C:14]2[CH2:18][C@@H:17]([CH2:19][OH:20])[O:16][N:15]=2)=[CH:12][CH:13]=1.C(N(C(C)C)CC)(C)C.[CH3:42][O:43][CH2:44][CH2:45][O:46][CH2:47]Cl. (7) Given the product [CH:1]1([C:4]2[NH:8][C:7]3[CH:9]=[C:10]([C:21]4[C:22]([CH3:27])=[N:23][O:24][C:25]=4[CH3:26])[CH:11]=[C:12]([CH:13]([C:15]4[CH:16]=[N:17][CH:18]=[CH:19][CH:20]=4)[CH3:14])[C:6]=3[N:5]=2)[CH2:3][CH2:2]1, predict the reactants needed to synthesize it. The reactants are: [CH:1]1([C:4]2[NH:8][C:7]3[CH:9]=[C:10]([C:21]4[C:22]([CH3:27])=[N:23][O:24][C:25]=4[CH3:26])[CH:11]=[C:12]([C:13]([C:15]4[CH:16]=[N:17][CH:18]=[CH:19][CH:20]=4)=[CH2:14])[C:6]=3[N:5]=2)[CH2:3][CH2:2]1.